From a dataset of CYP3A4 inhibition data for predicting drug metabolism from PubChem BioAssay. Regression/Classification. Given a drug SMILES string, predict its absorption, distribution, metabolism, or excretion properties. Task type varies by dataset: regression for continuous measurements (e.g., permeability, clearance, half-life) or binary classification for categorical outcomes (e.g., BBB penetration, CYP inhibition). Dataset: cyp3a4_veith. (1) The compound is CN1CCc2nc3sc(C(=O)NC(C)(C)C)c(N)c3cc2C1. The result is 0 (non-inhibitor). (2) The compound is O=C(CCNS(=O)(=O)c1ccc2c(c1)CCC(=O)N2)NCc1ccc2c(c1)OCO2. The result is 1 (inhibitor). (3) The molecule is Cc1nn(-c2ccccc2)c(-c2ccccc2)c1C(=O)O. The result is 0 (non-inhibitor). (4) The compound is Nc1ccccc1.O=P(O)(OP(=O)(O)c1ccccc1)c1ccccc1. The result is 0 (non-inhibitor). (5) The molecule is O=C(NCCN1CCOCC1)c1nn2c(c1Cl)NC(c1ccccc1)CC2C(F)(F)F. The result is 1 (inhibitor). (6) The drug is Clc1ccccc1C(Nc1cnccn1)Nc1cnccn1. The result is 0 (non-inhibitor). (7) The compound is CC(=O)c1ccc(-n2c(CCC(=O)O)ccc2-c2cccs2)cc1. The result is 0 (non-inhibitor). (8) The drug is CCS(=O)(=O)CCn1c([N+](=O)[O-])cnc1C. The result is 0 (non-inhibitor). (9) The drug is CN1CCN(CCCNC(=O)C2CCN(c3nnc(-n4cccc4)s3)CC2)CC1. The result is 0 (non-inhibitor). (10) The molecule is Cc1cc(C(=O)N/N=C/C=C/c2ccc3c(c2)OCO3)n[nH]1. The result is 1 (inhibitor).